From a dataset of Forward reaction prediction with 1.9M reactions from USPTO patents (1976-2016). Predict the product of the given reaction. Given the reactants [Cl:1][C:2]1[C:10]2[O:9][CH:8]([CH2:11][NH:12]C(=O)OC(C)(C)C)[C:7](=[O:20])[C:6]=2[CH:5]=[C:4]([C:21]2[CH:26]=[CH:25][C:24]([C:27]([N:29]3[CH2:34][CH2:33][O:32][CH2:31][CH2:30]3)=[O:28])=[CH:23][CH:22]=2)[CH:3]=1.C(O)(C(F)(F)F)=O, predict the reaction product. The product is: [NH2:12][CH2:11][CH:8]1[C:7](=[O:20])[C:6]2[CH:5]=[C:4]([C:21]3[CH:22]=[CH:23][C:24]([C:27]([N:29]4[CH2:30][CH2:31][O:32][CH2:33][CH2:34]4)=[O:28])=[CH:25][CH:26]=3)[CH:3]=[C:2]([Cl:1])[C:10]=2[O:9]1.